Task: Binary Classification. Given a miRNA mature sequence and a target amino acid sequence, predict their likelihood of interaction.. Dataset: Experimentally validated miRNA-target interactions with 360,000+ pairs, plus equal number of negative samples (1) The miRNA is mmu-miR-329-3p with sequence AACACACCCAGCUAACCUUUUU. The protein sequence of the target gene is MAQETNQTPGPMLCSTGCGFYGNPRTNGMCSVCYKEHLQRQQNSGRMSPMGTASGSNSPTSDSASVQRADAGLNNCEGAAGSTSEKSRNVPVAALPVTQQMTEMSISREDKITTPKTEVSEPVVTQPSPSVSQPSSSQSEEKAPELPKPKKNRCFMCRKKVGLTGFDCRCGNLFCGLHRYSDKHNCPYDYKAEAAAKIRKENPVVVAEKIQRI. Result: 1 (interaction). (2) Result: 0 (no interaction). The miRNA is hsa-miR-4264 with sequence ACUCAGUCAUGGUCAUU. The protein sequence of the target gene is MLASVAGPVSLALVLLLCTRPATGQDCSAQCQCAAEAAPRCPAGVSLVLDGCGCCRVCAKQLGELCTERDPCDPHKGLFCDFGSPANRKIGVCTAKDGAPCVFGGSVYRSGESFQSSCKYQCTCLDGAVGCVPLCSMDVRLPSPDCPFPRRVKLPGKCCEEWVCDEPKDRTVVGPALAAYRLEDTFGPDPTMMRANCLVQTTEWSACSKTCGMGISTRVTNDNTFCRLEKQSRLCMVRPCEADLEENIKKGKKCIRTPKIAKPVKFELSGCTSVKTYRAKFCGVCTDGRCCTPHRTTTLP.... (3) The miRNA is hsa-miR-1909-3p with sequence CGCAGGGGCCGGGUGCUCACCG. The protein sequence of the target gene is MARRSVLYFILLNALINKGQACFCDHYAWTQWTSCSKTCNSGTQSRHRQIVVDKYYQENFCEQICSKQETRECNWQRCPINCLLGDFGPWSDCDPCIEKQSKVRSVLRPSQFGGQPCTAPLVAFQPCIPSKLCKIEEADCKNKFRCDSGRCIARKLECNGENDCGDNSDERDCGRTKAVCTRKYNPIPSVQLMGNGFHFLAGEPRGEVLDNSFTGGICKTVKSSRTSNPYRVPANLENVGFEVQTAEDDLKTDFYKDLTSLGHNENQQGSFSSQGGSSFSVPIFYSSKRSENINHNSAFK.... Result: 0 (no interaction). (4) The miRNA is hsa-miR-100-5p with sequence AACCCGUAGAUCCGAACUUGUG. The protein sequence of the target gene is MNVVFAVKQYISKMIEDSGPGMKVLLMDKETTGIVSMVYTQSEILQKEVYLFERIDSQNREIMKHLKAICFLRPTKENVDYIIQELRRPKYTIYFIYFSNVISKSDVKSLAEADEQEVVAEVQEFYGDYIAVNPHLFSLNILGCCQGRNWDPAQLSRTTQGLTALLLSLKKCPMIRYQLSSEAAKRLAECVKQVITKEYELFEFRRTEVPPLLLILDRCDDAITPLLNQWTYQAMVHELLGINNNRIDLSRVPGISKDLREVVLSAENDEFYANNMYLNFAEIGSNIKNLMEDFQKKKPK.... Result: 1 (interaction). (5) The miRNA is mmu-miR-298-5p with sequence GGCAGAGGAGGGCUGUUCUUCCC. Result: 1 (interaction). The protein sequence of the target gene is MVSWDKAHLGPKYVGLWDFKARTDEELSFQAGDLLHVTKKEELWWWATLLDAEGKALAEGYVPHNYLAEKETVESEPWFFGCISRSEAMHRLQAEDNSKGAFLIRVSQKPGADYVLSVRDAQAVRHYRIWKNNEGRLHLNEAVSFSNLSELVDYHKTQSLSHGLQLSMPCWKHKTEPLPHWDDWERPREEFTLCKKLGAGYFGEVFEALWKGQVHVAVKVISRDNLLHQHTFQAEIQAMKKLRHKHILSLYAVATAGDPVYIITELMPKGNLLQLLRDSDEKALPILELVDFASQVAEGM.... (6) The miRNA is hsa-miR-374b-5p with sequence AUAUAAUACAACCUGCUAAGUG. The protein sequence of the target gene is MAARGSGPRALRLLLLVQLVAGRCGLAGAAGGAQRGLSEPSSIAKHEDSLLKDLFQDYERWVRPVEHLNDKIKIKFGLAISQLVDVDEKNQLMTTNVWLKQEWIDVKLRWNPDDYGGIKVIRVPSDSVWTPDIVLFDNADGRFEGTSTKTVIRYNGTVTWTPPANYKSSCTIDVTFFPFDLQNCSMKFGSWTYDGSQVDIILEDQDVDKRDFFDNGEWEIVSATGSKGNRTDSCCWYPYVTYSFVIKRLPLFYTLFLIIPCIGLSFLTVLVFYLPSNEGEKICLCTSVLVSLTVFLLVIE.... Result: 0 (no interaction).